From a dataset of Catalyst prediction with 721,799 reactions and 888 catalyst types from USPTO. Predict which catalyst facilitates the given reaction. (1) Reactant: [OH:1][CH:2]([C:6]1[CH:11]=[CH:10][C:9]([C:12]2[N:16]=[C:15]([C:17]3[O:21][N:20]=[C:19]([C:22]4[CH:27]=[CH:26][CH:25]=[CH:24][CH:23]=4)[C:18]=3[C:28]([F:31])([F:30])[F:29])[O:14][N:13]=2)=[CH:8][CH:7]=1)[C:3](O)=[O:4].[O:32]1[CH:36]=[CH:35][N:34]=[C:33]1[CH2:37][NH2:38].CN1CCOCC1.CN(C(ON1N=NC2C=CC=NC1=2)=[N+](C)C)C.F[P-](F)(F)(F)(F)F. Product: [OH:1][CH:2]([C:6]1[CH:11]=[CH:10][C:9]([C:12]2[N:16]=[C:15]([C:17]3[O:21][N:20]=[C:19]([C:22]4[CH:27]=[CH:26][CH:25]=[CH:24][CH:23]=4)[C:18]=3[C:28]([F:29])([F:31])[F:30])[O:14][N:13]=2)=[CH:8][CH:7]=1)[C:3]([NH:38][CH2:37][C:33]1[O:32][CH:36]=[CH:35][N:34]=1)=[O:4]. The catalyst class is: 3. (2) Reactant: [Br:1][C:2]1[CH:3]=[C:4]2[C:9](=[CH:10][CH:11]=1)[O:8][CH2:7][CH2:6][C:5]2=[N:12]S(C(C)(C)C)=O.Cl. Product: [Br:1][C:2]1[CH:3]=[C:4]2[C:9](=[CH:10][CH:11]=1)[O:8][CH2:7][CH2:6][C:5]2=[NH:12]. The catalyst class is: 440.